From a dataset of Peptide-MHC class I binding affinity with 185,985 pairs from IEDB/IMGT. Regression. Given a peptide amino acid sequence and an MHC pseudo amino acid sequence, predict their binding affinity value. This is MHC class I binding data. (1) The peptide sequence is KTIQGGLGW. The MHC is HLA-B07:02 with pseudo-sequence HLA-B07:02. The binding affinity (normalized) is 0.0847. (2) The peptide sequence is TWEAWWTEYW. The MHC is HLA-B18:01 with pseudo-sequence HLA-B18:01. The binding affinity (normalized) is 0.0145. (3) The peptide sequence is FPVTPQVPLR. The MHC is HLA-A30:01 with pseudo-sequence HLA-A30:01. The binding affinity (normalized) is 0.0631.